From a dataset of Peptide-MHC class I binding affinity with 185,985 pairs from IEDB/IMGT. Regression. Given a peptide amino acid sequence and an MHC pseudo amino acid sequence, predict their binding affinity value. This is MHC class I binding data. The peptide sequence is LYGMWPLLLLL. The MHC is Patr-A0901 with pseudo-sequence Patr-A0901. The binding affinity (normalized) is 0.521.